Regression. Given two drug SMILES strings and cell line genomic features, predict the synergy score measuring deviation from expected non-interaction effect. From a dataset of NCI-60 drug combinations with 297,098 pairs across 59 cell lines. (1) Drug 1: CC1=C2C(C(=O)C3(C(CC4C(C3C(C(C2(C)C)(CC1OC(=O)C(C(C5=CC=CC=C5)NC(=O)OC(C)(C)C)O)O)OC(=O)C6=CC=CC=C6)(CO4)OC(=O)C)OC)C)OC. Drug 2: COC1=NC(=NC2=C1N=CN2C3C(C(C(O3)CO)O)O)N. Cell line: MDA-MB-231. Synergy scores: CSS=40.9, Synergy_ZIP=4.90, Synergy_Bliss=4.55, Synergy_Loewe=-21.0, Synergy_HSA=2.55. (2) Drug 1: C1C(C(OC1N2C=NC3=C(N=C(N=C32)Cl)N)CO)O. Drug 2: CC1CCCC2(C(O2)CC(NC(=O)CC(C(C(=O)C(C1O)C)(C)C)O)C(=CC3=CSC(=N3)C)C)C. Cell line: HS 578T. Synergy scores: CSS=47.0, Synergy_ZIP=-0.514, Synergy_Bliss=-4.10, Synergy_Loewe=-30.4, Synergy_HSA=-3.79. (3) Drug 1: C1CCC(CC1)NC(=O)N(CCCl)N=O. Drug 2: CC12CCC3C(C1CCC2OP(=O)(O)O)CCC4=C3C=CC(=C4)OC(=O)N(CCCl)CCCl.[Na+]. Cell line: SK-MEL-2. Synergy scores: CSS=-3.00, Synergy_ZIP=-8.51, Synergy_Bliss=-19.5, Synergy_Loewe=-19.0, Synergy_HSA=-18.9. (4) Drug 1: CS(=O)(=O)CCNCC1=CC=C(O1)C2=CC3=C(C=C2)N=CN=C3NC4=CC(=C(C=C4)OCC5=CC(=CC=C5)F)Cl. Drug 2: N.N.Cl[Pt+2]Cl. Cell line: HCT116. Synergy scores: CSS=53.7, Synergy_ZIP=6.20, Synergy_Bliss=6.64, Synergy_Loewe=-2.39, Synergy_HSA=1.31.